Dataset: Catalyst prediction with 721,799 reactions and 888 catalyst types from USPTO. Task: Predict which catalyst facilitates the given reaction. Reactant: [CH3:1][C:2]1([S:10]([C:13]2[CH:18]=[CH:17][CH:16]=[C:15]([C:19]([F:22])([F:21])[F:20])[CH:14]=2)(=[O:12])=[O:11])[CH2:7][CH2:6][O:5][CH:4]([CH2:8][OH:9])[CH2:3]1.[Cl:23][C:24]1[CH:29]=[N:28][C:27](Cl)=[CH:26][N:25]=1.C([O-])([O-])=O.[Cs+].[Cs+]. Product: [Cl:23][C:24]1[CH:29]=[N:28][C:27]([O:9][CH2:8][CH:4]2[CH2:3][C:2]([CH3:1])([S:10]([C:13]3[CH:18]=[CH:17][CH:16]=[C:15]([C:19]([F:20])([F:22])[F:21])[CH:14]=3)(=[O:11])=[O:12])[CH2:7][CH2:6][O:5]2)=[CH:26][N:25]=1. The catalyst class is: 93.